This data is from Reaction yield outcomes from USPTO patents with 853,638 reactions. The task is: Predict the reaction yield, written as a fraction of the theoretical maximum amount of product (1.0 means a 100% yield; for example, 0.34 means a 34% yield). (1) The reactants are [CH:1]([Si:4]([CH:36]([CH3:38])[CH3:37])([CH:33]([CH3:35])[CH3:34])[O:5][CH2:6][C@H:7]1[CH2:11][CH2:10][CH2:9][N:8]1[C:12]1[N:16]2[CH:17]=[C:18]([O:21][C@H:22]3[C:31]4[C:26](=[CH:27][CH:28]=[CH:29][CH:30]=4)[C@@H:25]([NH2:32])[CH2:24][CH2:23]3)[CH:19]=[CH:20][C:15]2=[N:14][N:13]=1)([CH3:3])[CH3:2].ClC(Cl)(Cl)C[O:42][C:43](=O)[NH:44][C:45]1[N:46]([C:54]2[CH:59]=[CH:58][C:57]([CH3:60])=[CH:56][CH:55]=2)[N:47]=[C:48]([C:50]([CH3:53])([CH3:52])[CH3:51])[CH:49]=1.CCN(C(C)C)C(C)C.N. The catalyst is CN(C=O)C.CO.C(Cl)Cl. The product is [C:50]([C:48]1[CH:49]=[C:45]([NH:44][C:43]([NH:32][C@@H:25]2[C:26]3[C:31](=[CH:30][CH:29]=[CH:28][CH:27]=3)[C@H:22]([O:21][C:18]3[CH:19]=[CH:20][C:15]4[N:16]([C:12]([N:8]5[CH2:9][CH2:10][CH2:11][C@@H:7]5[CH2:6][O:5][Si:4]([CH:1]([CH3:2])[CH3:3])([CH:33]([CH3:35])[CH3:34])[CH:36]([CH3:38])[CH3:37])=[N:13][N:14]=4)[CH:17]=3)[CH2:23][CH2:24]2)=[O:42])[N:46]([C:54]2[CH:59]=[CH:58][C:57]([CH3:60])=[CH:56][CH:55]=2)[N:47]=1)([CH3:53])([CH3:51])[CH3:52]. The yield is 0.360. (2) The reactants are Cl[C:2]1[C:7]2[N:8]=[CH:9][N:10]([CH3:11])[C:6]=2[CH:5]=[C:4]([Cl:12])[N:3]=1.[CH3:13][O:14][C:15]1[CH:22]=[C:21]([O:23][CH3:24])[CH:20]=[CH:19][C:16]=1[CH2:17][NH2:18]. The catalyst is O. The product is [Cl:12][C:4]1[N:3]=[C:2]([NH:18][CH2:17][C:16]2[CH:19]=[CH:20][C:21]([O:23][CH3:24])=[CH:22][C:15]=2[O:14][CH3:13])[C:7]2[N:8]=[CH:9][N:10]([CH3:11])[C:6]=2[CH:5]=1. The yield is 0.950.